From a dataset of Forward reaction prediction with 1.9M reactions from USPTO patents (1976-2016). Predict the product of the given reaction. (1) Given the reactants [C:1]([NH:5][S:6]([C:9]1[CH:10]=[N:11][N:12]2[C:17]([NH:18][C:19]3[CH:24]=[C:23]([C:25]([F:28])([F:27])[F:26])[CH:22]=[CH:21][C:20]=3[Cl:29])=[C:16]([C:30]([O:32]CC)=O)[CH:15]=[N:14][C:13]=12)(=[O:8])=[O:7])([CH3:4])([CH3:3])[CH3:2].[F:35][C:36]1[CH:41]=[CH:40][C:39]([CH:42]2[CH2:47][CH2:46][NH:45][CH2:44][CH2:43]2)=[CH:38][CH:37]=1, predict the reaction product. The product is: [C:1]([NH:5][S:6]([C:9]1[CH:10]=[N:11][N:12]2[C:17]([NH:18][C:19]3[CH:24]=[C:23]([C:25]([F:26])([F:27])[F:28])[CH:22]=[CH:21][C:20]=3[Cl:29])=[C:16]([C:30]([N:45]3[CH2:46][CH2:47][CH:42]([C:39]4[CH:38]=[CH:37][C:36]([F:35])=[CH:41][CH:40]=4)[CH2:43][CH2:44]3)=[O:32])[CH:15]=[N:14][C:13]=12)(=[O:8])=[O:7])([CH3:4])([CH3:2])[CH3:3]. (2) Given the reactants Br[C:2]1[CH:7]=[C:6]([CH3:8])[CH:5]=[CH:4][C:3]=1[NH2:9].[C:10]1(B(O)O)[CH:15]=[CH:14][CH:13]=[CH:12][CH:11]=1.C(=O)([O-])[O-].[Na+].[Na+].O, predict the reaction product. The product is: [C:10]1([C:2]2[CH:7]=[C:6]([CH3:8])[CH:5]=[CH:4][C:3]=2[NH2:9])[CH:15]=[CH:14][CH:13]=[CH:12][CH:11]=1. (3) Given the reactants [OH:1][C:2]1[CH:7]=[CH:6][C:5]([C:8](=[O:10])[CH3:9])=[CH:4][C:3]=1[CH3:11].C(=O)([O-])[O-].[Cs+].[Cs+].Br[C:19]([CH3:26])([CH3:25])[C:20]([O:22][CH2:23][CH3:24])=[O:21], predict the reaction product. The product is: [C:8]([C:5]1[CH:6]=[CH:7][C:2]([O:1][C:19]([CH3:26])([CH3:25])[C:20]([O:22][CH2:23][CH3:24])=[O:21])=[C:3]([CH3:11])[CH:4]=1)(=[O:10])[CH3:9]. (4) The product is: [F:50][C:46]1([F:49])[CH2:47][CH2:48][CH:43]([C:29]2[C:28]3[C@@H:27]([O:51][CH2:52][C:53]4[CH:58]=[CH:57][C:56]([O:59][CH3:60])=[CH:55][CH:54]=4)[CH2:26][C:25]([CH3:62])([CH3:61])[CH2:24][C:23]=3[N:22]=[C:21]([CH:18]3[CH2:17][CH2:16][N:15]([C:12]4[N:13]=[CH:14][C:9]([OH:8])=[CH:10][N:11]=4)[CH2:20][CH2:19]3)[C:30]=2[C@@H:31]([F:42])[C:32]2[CH:33]=[CH:34][C:35]([C:38]([F:39])([F:41])[F:40])=[CH:36][CH:37]=2)[CH2:44][CH2:45]1. Given the reactants [Si]([O:8][C:9]1[CH:10]=[N:11][C:12]([N:15]2[CH2:20][CH2:19][CH:18]([C:21]3[C:30]([C@@H:31]([F:42])[C:32]4[CH:37]=[CH:36][C:35]([C:38]([F:41])([F:40])[F:39])=[CH:34][CH:33]=4)=[C:29]([CH:43]4[CH2:48][CH2:47][C:46]([F:50])([F:49])[CH2:45][CH2:44]4)[C:28]4[C@@H:27]([O:51][CH2:52][C:53]5[CH:58]=[CH:57][C:56]([O:59][CH3:60])=[CH:55][CH:54]=5)[CH2:26][C:25]([CH3:62])([CH3:61])[CH2:24][C:23]=4[N:22]=3)[CH2:17][CH2:16]2)=[N:13][CH:14]=1)(C(C)(C)C)(C)C.[F-].C([N+](CCCC)(CCCC)CCCC)CCC.C1(C)C=CC=CC=1.O, predict the reaction product. (5) Given the reactants [CH3:1][C:2]1[C:3]([O:22][CH:23]2[CH2:28][CH2:27][N:26]([C:29]([O:31][CH2:32][CH:33]([CH3:35])[CH3:34])=[O:30])[CH2:25][CH2:24]2)=[N:4][CH:5]=[N:6][C:7]=1[O:8][C:9]1[CH:14]=[CH:13][C:12]([CH:15]2[CH2:20][O:19][S:18](=[O:21])[O:17][CH2:16]2)=[CH:11][CH:10]=1.C([O:38]CC)C, predict the reaction product. The product is: [O:21]=[S:18]1(=[O:38])[O:19][CH2:20][CH:15]([C:12]2[CH:13]=[CH:14][C:9]([O:8][C:7]3[N:6]=[CH:5][N:4]=[C:3]([O:22][CH:23]4[CH2:24][CH2:25][N:26]([C:29]([O:31][CH2:32][CH:33]([CH3:35])[CH3:34])=[O:30])[CH2:27][CH2:28]4)[C:2]=3[CH3:1])=[CH:10][CH:11]=2)[CH2:16][O:17]1. (6) Given the reactants [Cl:1][C:2]1[C:3]2[N:4]([CH:8]=[CH:9][N:10]=2)[CH:5]=[CH:6][N:7]=1.C1C(=O)N([I:18])C(=O)C1, predict the reaction product. The product is: [Cl:1][C:2]1[C:3]2[N:4]([C:8]([I:18])=[CH:9][N:10]=2)[CH:5]=[CH:6][N:7]=1.